This data is from Forward reaction prediction with 1.9M reactions from USPTO patents (1976-2016). The task is: Predict the product of the given reaction. Given the reactants [F:1][C:2]1[C:3]([C:8]2[N:9]([CH2:13][C:14]3[N:19]=[CH:18][N:17]4[N:20]=[C:21]([CH2:23]O)[N:22]=[C:16]4[C:15]=3[CH2:25][CH2:26][CH3:27])[CH:10]=[CH:11][N:12]=2)=[N:4][CH:5]=[CH:6][CH:7]=1.COCCN(S(F)(F)[F:38])CCOC.C([O-])(O)=O.[Na+].C(=O)=O, predict the reaction product. The product is: [F:38][CH2:23][C:21]1[N:22]=[C:16]2[N:17]([CH:18]=[N:19][C:14]([CH2:13][N:9]3[CH:10]=[CH:11][N:12]=[C:8]3[C:3]3[C:2]([F:1])=[CH:7][CH:6]=[CH:5][N:4]=3)=[C:15]2[CH2:25][CH2:26][CH3:27])[N:20]=1.